This data is from Full USPTO retrosynthesis dataset with 1.9M reactions from patents (1976-2016). The task is: Predict the reactants needed to synthesize the given product. (1) Given the product [Cl:1][C:2]1[CH:7]=[C:6]([N+:8]([O-:10])=[O:9])[CH:5]=[CH:4][C:3]=1[O:11][CH:15]1[CH2:16][CH2:17][N:13]([CH3:12])[CH2:14]1, predict the reactants needed to synthesize it. The reactants are: [Cl:1][C:2]1[CH:7]=[C:6]([N+:8]([O-:10])=[O:9])[CH:5]=[CH:4][C:3]=1[OH:11].[CH3:12][N:13]1[CH2:17][CH2:16][CH:15](O)[CH2:14]1.C1(P(C2C=CC=CC=2)C2C=CC=CC=2)C=CC=CC=1.CCOC(/N=N/C(OCC)=O)=O. (2) Given the product [CH3:1][CH:2]1[CH2:9][C@H:8]2[C@H:4]([CH2:5][N:6]([C:29]([C:27]3[N:28]=[C:24]([CH3:23])[S:25][C:26]=3[C:32]3[CH:33]=[CH:34][CH:35]=[CH:36][CH:37]=3)=[O:30])[C@@H:7]2[CH2:10][NH:11][C:12]([C:14]2[N:21]3[C:17]([S:18][CH:19]=[CH:20]3)=[N:16][C:15]=2[CH3:22])=[O:13])[CH2:3]1, predict the reactants needed to synthesize it. The reactants are: [CH3:1][CH:2]1[CH2:9][C@H:8]2[C@H:4]([CH2:5][NH:6][C@@H:7]2[CH2:10][NH:11][C:12]([C:14]2[N:21]3[C:17]([S:18][CH:19]=[CH:20]3)=[N:16][C:15]=2[CH3:22])=[O:13])[CH2:3]1.[CH3:23][C:24]1[S:25][C:26]([C:32]2[CH:37]=[CH:36][CH:35]=[CH:34][CH:33]=2)=[C:27]([C:29](O)=[O:30])[N:28]=1. (3) Given the product [F:1][C:2]1[CH:7]=[C:6]([CH2:8][OH:9])[CH:5]=[CH:4][C:3]=1[C:16]1[C:15]([C:13]#[N:14])=[CH:20][CH:19]=[CH:18][CH:17]=1, predict the reactants needed to synthesize it. The reactants are: [F:1][C:2]1[CH:7]=[C:6]([CH:8]=[O:9])[CH:5]=[CH:4][C:3]=1B(O)O.[C:13]([C:15]1[CH:20]=[CH:19][CH:18]=[CH:17][C:16]=1B(O)O)#[N:14].C(=O)([O-])[O-].[Na+].[Na+].C1(C)C=CC=CC=1.